From a dataset of Catalyst prediction with 721,799 reactions and 888 catalyst types from USPTO. Predict which catalyst facilitates the given reaction. (1) Reactant: [CH3:1][O:2][CH2:3][O:4][C:5]1[C:6]([C:18]2[CH:23]=[CH:22][CH:21]=[CH:20][CH:19]=2)=[N:7][C:8]([O:11][C:12]2[CH:17]=[CH:16][CH:15]=[CH:14][CH:13]=2)=[CH:9][CH:10]=1.CN(CCN(C)C)C.[Li]CCCC.[Cl-].[NH4+].C1C[O:42][CH2:41]C1. Product: [CH3:1][O:2][CH2:3][O:4][C:5]1[C:6]([C:18]2[CH:23]=[CH:22][CH:21]=[CH:20][CH:19]=2)=[N:7][C:8]([O:11][C:12]2[CH:17]=[CH:16][CH:15]=[CH:14][CH:13]=2)=[CH:9][C:10]=1[CH:41]=[O:42]. The catalyst class is: 399. (2) Reactant: [C:1]([OH:6])(=[O:5])[C@H:2]([CH3:4])[OH:3].[C:7]1([CH3:17])[CH:12]=CC(S(O)(=O)=O)=C[CH:8]=1. Product: [CH3:4][CH:2]1[O:3][CH:8]([CH:7]([CH3:17])[CH3:12])[O:5][C:1]1=[O:6]. The catalyst class is: 605. (3) Reactant: [C:1]1([CH:7]2[O:14][CH2:13][C@H:12]3[C@:10]([CH2:15]O)([CH2:11]3)[CH2:9][O:8]2)[CH:6]=[CH:5][CH:4]=[CH:3][CH:2]=1.[Cl:17][C:18]1[N:26]=[C:25]([NH2:27])[N:24]=[C:23]2[C:19]=1[N:20]=[CH:21][NH:22]2.C1(P(C2C=CC=CC=2)C2C=CC=CC=2)C=CC=CC=1.CC(OC(/N=N/C(OC(C)C)=O)=O)C. Product: [Cl:17][C:18]1[N:26]=[C:25]([NH2:27])[N:24]=[C:23]2[C:19]=1[N:20]=[CH:21][N:22]2[CH2:15][C@:10]12[CH2:11][C@H:12]1[CH2:13][O:14][CH:7]([C:1]1[CH:2]=[CH:3][CH:4]=[CH:5][CH:6]=1)[O:8][CH2:9]2. The catalyst class is: 504. (4) Reactant: [CH3:1][C:2]1[CH:7]=[CH:6][N:5]=[C:4]([N:8]2[CH2:13][CH2:12][NH:11][CH2:10][CH2:9]2)[C:3]=1[C:14]([O:16][CH:17]([CH3:19])[CH3:18])=[O:15].[CH:20]([C:22]1[CH:31]=[CH:30][C:25]([C:26]([O:28][CH3:29])=[O:27])=[CH:24][CH:23]=1)=O.C(O)(=O)C.C([BH3-])#N.[Na+]. Product: [CH3:1][C:2]1[CH:7]=[CH:6][N:5]=[C:4]([N:8]2[CH2:9][CH2:10][N:11]([CH2:20][C:22]3[CH:23]=[CH:24][C:25]([C:26]([O:28][CH3:29])=[O:27])=[CH:30][CH:31]=3)[CH2:12][CH2:13]2)[C:3]=1[C:14]([O:16][CH:17]([CH3:19])[CH3:18])=[O:15]. The catalyst class is: 5. (5) Reactant: [CH2:1]([C:3]([C:21]1[CH:26]=[CH:25][C:24]([OH:27])=[C:23]([CH3:28])[CH:22]=1)([C:6]1[CH:11]=[CH:10][C:9](/[CH:12]=[CH:13]/[C:14]([CH2:18][CH3:19])([OH:17])[CH2:15][CH3:16])=[C:8]([CH3:20])[CH:7]=1)[CH2:4][CH3:5])[CH3:2].[O:29]=[C:30]1[NH:34][C@@H:33]([CH2:35]OS(C2C=CC(C)=CC=2)(=O)=O)[CH2:32][CH2:31]1.C([O-])([O-])=O.[K+].[K+].C(OCC)(=O)C. Product: [CH2:1]([C:3]([C:21]1[CH:26]=[CH:25][C:24]([O:27][CH2:35][C@@H:33]2[NH:34][C:30](=[O:29])[CH2:31][CH2:32]2)=[C:23]([CH3:28])[CH:22]=1)([C:6]1[CH:11]=[CH:10][C:9](/[CH:12]=[CH:13]/[C:14]([CH2:15][CH3:16])([OH:17])[CH2:18][CH3:19])=[C:8]([CH3:20])[CH:7]=1)[CH2:4][CH3:5])[CH3:2]. The catalyst class is: 23. (6) Reactant: [CH2:1]([O:8][N:9]1[C:15](=[O:16])[N:14]2[CH2:17][C@H:10]1[CH2:11][CH2:12][C@H:13]2[C:18]([OH:20])=O)[C:2]1[CH:7]=[CH:6][CH:5]=[CH:4][CH:3]=1.Cl.Cl.[NH:23]([C:25]1[CH:26]=[N:27][CH:28]=[CH:29][CH:30]=1)[NH2:24].ON1C2C=CC=CC=2N=N1.Cl.C(N=C=NCCCN(C)C)C. Product: [CH2:1]([O:8][N:9]1[C:15](=[O:16])[N:14]2[CH2:17][C@H:10]1[CH2:11][CH2:12][C@H:13]2[C:18]([NH:24][NH:23][C:25]1[CH:26]=[N:27][CH:28]=[CH:29][CH:30]=1)=[O:20])[C:2]1[CH:3]=[CH:4][CH:5]=[CH:6][CH:7]=1. The catalyst class is: 2. (7) Reactant: [C:1]1([C:7]2[C:8]([C:26]3[CH:31]=[CH:30][C:29]([C:32]4([NH2:40])[CH2:35][C:34]5([O:39][CH2:38][CH2:37][O:36]5)[CH2:33]4)=[CH:28][CH:27]=3)=[N:9][C:10]3[CH:11]=[CH:12][N:13]4[C:19]([C:20]5[N:25]=[CH:24][CH:23]=[CH:22][N:21]=5)=[N:18][N:17]=[C:14]4[C:15]=3[CH:16]=2)[CH:6]=[CH:5][CH:4]=[CH:3][CH:2]=1.[C:41](O[C:41]([C:43]([F:46])([F:45])[F:44])=[O:42])([C:43]([F:46])([F:45])[F:44])=[O:42]. Product: [F:44][C:43]([F:46])([F:45])[C:41]([NH:40][C:32]1([C:29]2[CH:28]=[CH:27][C:26]([C:8]3[C:7]([C:1]4[CH:6]=[CH:5][CH:4]=[CH:3][CH:2]=4)=[CH:16][C:15]4[C:14]5=[N:17][N:18]=[C:19]([C:20]6[N:25]=[CH:24][CH:23]=[CH:22][N:21]=6)[N:13]5[CH:12]=[CH:11][C:10]=4[N:9]=3)=[CH:31][CH:30]=2)[CH2:35][C:34]2([O:36][CH2:37][CH2:38][O:39]2)[CH2:33]1)=[O:42]. The catalyst class is: 2.